This data is from Peptide-MHC class I binding affinity with 185,985 pairs from IEDB/IMGT. The task is: Regression. Given a peptide amino acid sequence and an MHC pseudo amino acid sequence, predict their binding affinity value. This is MHC class I binding data. (1) The peptide sequence is ISDSNPYLTQW. The MHC is Patr-A0401 with pseudo-sequence Patr-A0401. The binding affinity (normalized) is 0. (2) The peptide sequence is RPQLWRYRW. The MHC is HLA-B48:01 with pseudo-sequence HLA-B48:01. The binding affinity (normalized) is 0.0847. (3) The peptide sequence is GHYTHITAK. The MHC is HLA-A11:01 with pseudo-sequence HLA-A11:01. The binding affinity (normalized) is 0.165. (4) The peptide sequence is SIFFDYMAI. The MHC is HLA-A01:01 with pseudo-sequence HLA-A01:01. The binding affinity (normalized) is 0.213. (5) The peptide sequence is MAMTTVLSI. The MHC is HLA-B51:01 with pseudo-sequence HLA-B51:01. The binding affinity (normalized) is 0.668. (6) The peptide sequence is SIYAGNTPK. The MHC is HLA-B35:01 with pseudo-sequence HLA-B35:01. The binding affinity (normalized) is 0.0847.